This data is from Drug-target binding data from BindingDB using IC50 measurements. The task is: Regression. Given a target protein amino acid sequence and a drug SMILES string, predict the binding affinity score between them. We predict pIC50 (pIC50 = -log10(IC50 in M); higher means more potent). Dataset: bindingdb_ic50. The compound is Cc1c(CCN2CCN(C(=O)Cc3ccc(-n4cnnn4)nc3)CC2)ccc2c1COC2=O. The target protein (P48050) has sequence MHGHSRNGQAHVPRRKRRNRFVKKNGQCNVYFANLSNKSQRYMADIFTTCVDTRWRYMLMIFSAAFLVSWLFFGLLFWCIAFFHGDLEASPGVPAAGGPAAGGGGAAPVAPKPCIMHVNGFLGAFLFSVETQTTIGYGFRCVTEECPLAVIAVVVQSIVGCVIDSFMIGTIMAKMARPKKRAQTLLFSHHAVISVRDGKLCLMWRVGNLRKSHIVEAHVRAQLIKPYMTQEGEYLPLDQRDLNVGYDIGLDRIFLVSPIIIVHEIDEDSPLYGMGKEELESEDFEIVVILEGMVEATAMTTQARSSYLASEILWGHRFEPVVFEEKSHYKVDYSRFHKTYEVAGTPCCSARELQESKITVLPAPPPPPSAFCYENELALMSQEEEEMEEEAAAAAAVAAGLGLEAGSKEEAGIIRMLEFGSHLDLERMQASLPLDNISYRRESAI. The pIC50 is 4.3.